From a dataset of Forward reaction prediction with 1.9M reactions from USPTO patents (1976-2016). Predict the product of the given reaction. (1) The product is: [C:1]([NH:4][C:5]1[C:10]([C:18]([F:20])([F:19])[F:17])=[CH:9][NH:8][C:7](=[O:11])[N:6]=1)(=[O:3])[CH3:2]. Given the reactants [C:1]([NH:4][C:5]1[CH:10]=[CH:9][NH:8][C:7](=[O:11])[N:6]=1)(=[O:3])[CH3:2].S(=O)(=O)(O)O.[F:17][C:18](I)([F:20])[F:19].OO, predict the reaction product. (2) Given the reactants [O:1]=[C:2]1[C:11]2[C:6](=[CH:7][CH:8]=[CH:9][CH:10]=2)[NH:5][CH:4]=[C:3]1[C:12]([O:14][CH2:15][CH3:16])=[O:13].[CH3:17][O:18][C:19]1[CH:26]=[CH:25][C:22]([CH2:23]Cl)=[CH:21][CH:20]=1.O, predict the reaction product. The product is: [CH3:17][O:18][C:19]1[CH:26]=[CH:25][C:22]([CH2:23][N:5]2[C:6]3[C:11](=[CH:10][CH:9]=[CH:8][CH:7]=3)[C:2](=[O:1])[C:3]([C:12]([O:14][CH2:15][CH3:16])=[O:13])=[CH:4]2)=[CH:21][CH:20]=1. (3) Given the reactants [C:1]1([CH3:19])[C:2]([S:7]([NH:10][C:11]2[CH:15]=[CH:14][S:13][C:12]=2[C:16]([OH:18])=[O:17])(=[O:9])=[O:8])=[CH:3][CH:4]=[CH:5][CH:6]=1.OS(O)(=O)=O, predict the reaction product. The product is: [C:1]([O:17][C:16]([C:12]1[S:13][CH:14]=[CH:15][C:11]=1[NH:10][S:7]([C:2]1[C:1]([CH3:19])=[CH:6][CH:5]=[CH:4][CH:3]=1)(=[O:9])=[O:8])=[O:18])([CH3:19])([CH3:2])[CH3:6]. (4) Given the reactants CCN(C(C)C)C(C)C.[CH3:10][N:11]([CH3:27])[C:12]1[CH:13]=[C:14]([C:18]2[CH:23]=[CH:22][C:21]([C:24]([OH:26])=O)=[CH:20][CH:19]=2)[CH:15]=[CH:16][CH:17]=1.C1C=CC2N(O)N=NC=2C=1.CCN=C=NCCCN(C)C.Cl.[NH2:50][CH2:51][C:52]([N:54]1[CH2:59][CH2:58][CH:57]([O:60][C:61]2[CH:66]=[CH:65][CH:64]=[CH:63][C:62]=2[Cl:67])[CH2:56][CH2:55]1)=[O:53], predict the reaction product. The product is: [Cl:67][C:62]1[CH:63]=[CH:64][CH:65]=[CH:66][C:61]=1[O:60][CH:57]1[CH2:56][CH2:55][N:54]([C:52](=[O:53])[CH2:51][NH:50][C:24]([C:21]2[CH:20]=[CH:19][C:18]([C:14]3[CH:15]=[CH:16][CH:17]=[C:12]([N:11]([CH3:10])[CH3:27])[CH:13]=3)=[CH:23][CH:22]=2)=[O:26])[CH2:59][CH2:58]1. (5) Given the reactants [NH2:1][C:2]1[CH:7]=[CH:6][C:5]([N:8]2[CH:12]=[CH:11][N:10]([C:13]3[CH:18]=[CH:17][C:16]([O:19][C:20]4[CH:25]=[CH:24][CH:23]=[CH:22][CH:21]=4)=[CH:15][CH:14]=3)[C:9]2=[O:26])=[CH:4][CH:3]=1.[O:27]=[C:28]1[NH:32][CH2:31][C:30](=[O:33])[N:29]1[CH2:34][C:35](O)=[O:36], predict the reaction product. The product is: [O:27]=[C:28]1[NH:32][CH2:31][C:30](=[O:33])[N:29]1[CH2:34][C:35]([NH:1][C:2]1[CH:3]=[CH:4][C:5]([N:8]2[CH:12]=[CH:11][N:10]([C:13]3[CH:18]=[CH:17][C:16]([O:19][C:20]4[CH:25]=[CH:24][CH:23]=[CH:22][CH:21]=4)=[CH:15][CH:14]=3)[C:9]2=[O:26])=[CH:6][CH:7]=1)=[O:36]. (6) Given the reactants [OH:1][C:2]1[N:7]=[C:6]([C:8]([OH:10])=[O:9])[CH:5]=[C:4]([OH:11])[N:3]=1.[CH2:12]=O.Cl, predict the reaction product. The product is: [OH:1][C:2]1[N:3]=[C:4]([OH:11])[C:5]2[CH2:12][O:9][C:8](=[O:10])[C:6]=2[N:7]=1.